This data is from Peptide-MHC class I binding affinity with 185,985 pairs from IEDB/IMGT. The task is: Regression. Given a peptide amino acid sequence and an MHC pseudo amino acid sequence, predict their binding affinity value. This is MHC class I binding data. (1) The binding affinity (normalized) is 0. The MHC is Mamu-B01 with pseudo-sequence Mamu-B01. The peptide sequence is QQSTYQLVQQL. (2) The peptide sequence is IEYIHFLI. The MHC is Mamu-B01 with pseudo-sequence Mamu-B01. The binding affinity (normalized) is 0.386. (3) The peptide sequence is VTRGAVLMHR. The MHC is HLA-A31:01 with pseudo-sequence HLA-A31:01. The binding affinity (normalized) is 0.810. (4) The peptide sequence is KINAWIKVV. The MHC is HLA-A02:03 with pseudo-sequence HLA-A02:03. The binding affinity (normalized) is 0.628. (5) The peptide sequence is YSHYSHNPK. The MHC is HLA-B08:01 with pseudo-sequence HLA-B08:01. The binding affinity (normalized) is 0.0847.